From a dataset of Forward reaction prediction with 1.9M reactions from USPTO patents (1976-2016). Predict the product of the given reaction. Given the reactants [CH2:1]([C:4]1[CH:9]=[CH:8][C:7]([NH2:10])=[CH:6][CH:5]=1)[C:2]#[CH:3].C(N(CC)CC)C.[C:18](O[C:18]([O:20][C:21]([CH3:24])([CH3:23])[CH3:22])=[O:19])([O:20][C:21]([CH3:24])([CH3:23])[CH3:22])=[O:19], predict the reaction product. The product is: [C:21]([O:20][C:18](=[O:19])[NH:10][C:7]1[CH:8]=[CH:9][C:4]([CH2:1][C:2]#[CH:3])=[CH:5][CH:6]=1)([CH3:24])([CH3:23])[CH3:22].